Task: Binary Classification. Given a drug SMILES string, predict its activity (active/inactive) in a high-throughput screening assay against a specified biological target.. Dataset: Kir2.1 potassium channel HTS with 301,493 compounds (1) The molecule is Clc1ccc(NC(=O)CN2C(=O)c3c(C2=O)cccc3)nc1. The result is 0 (inactive). (2) The drug is O(CC(=O)N(c1c(n(Cc2ccccc2)c(=O)[nH]c1=O)N)CC)C(=O)C(Oc1ccccc1)CC. The result is 0 (inactive). (3) The drug is S(=O)(=O)(N1CCCC1)c1cc(NC(=O)COC(=O)CCC(=O)c2ccc(F)cc2)ccc1. The result is 0 (inactive). (4) The drug is Clc1ccc(n2nc(cc2C(=O)NC(C)C)c2occc2)cc1. The result is 0 (inactive). (5) The result is 1 (active). The drug is O(c1c(cc(CNCCc2c3c([nH]c2)cccc3)c(c1)C)C)C. (6) The compound is S(Oc1c(C2NC(=O)N(C(=C2C(OCC)=O)C)CCCC(O)=O)cccc1)(=O)(=O)c1ccc([N+]([O-])=O)cc1. The result is 0 (inactive). (7) The molecule is O1CCOC=C1C(OCn1nnc2c(c1=O)cccc2)=O. The result is 0 (inactive). (8) The drug is O(C(=O)C(NC(=O)CC(=O)NC(CCC(OCC)=O)C(OCC)=O)CCC(OCC)=O)CC. The result is 0 (inactive). (9) The compound is s1c2ncn(Cc3ccc(cc3)C(O)=O)c(=O)c2c(c2ccc(cc2)CC)c1. The result is 0 (inactive).